From a dataset of Full USPTO retrosynthesis dataset with 1.9M reactions from patents (1976-2016). Predict the reactants needed to synthesize the given product. (1) Given the product [F:36][C:35]([F:38])([F:37])[C:33]1[CH:32]=[C:5]([CH:4]=[C:3]([C:2]([F:39])([F:1])[F:40])[CH:34]=1)[C:6]([N:8]1[CH2:13][CH2:12][N:11]([CH2:14][CH2:15][CH2:16][N:41]2[CH2:46][CH2:45][C:44]3([C:54]4[C:49](=[CH:50][CH:51]=[CH:52][CH:53]=4)[CH2:48][CH2:47]3)[CH2:43][CH2:42]2)[CH2:10][C@H:9]1[CH2:22][C:23]1[C:31]2[C:26](=[CH:27][CH:28]=[CH:29][CH:30]=2)[NH:25][CH:24]=1)=[O:7], predict the reactants needed to synthesize it. The reactants are: [F:1][C:2]([F:40])([F:39])[C:3]1[CH:4]=[C:5]([CH:32]=[C:33]([C:35]([F:38])([F:37])[F:36])[CH:34]=1)[C:6]([N:8]1[CH2:13][CH2:12][N:11]([CH2:14][CH2:15][CH2:16]OS(C)(=O)=O)[CH2:10][C@H:9]1[CH2:22][C:23]1[C:31]2[C:26](=[CH:27][CH:28]=[CH:29][CH:30]=2)[NH:25][CH:24]=1)=[O:7].[NH:41]1[CH2:46][CH2:45][C:44]2([C:54]3[C:49](=[CH:50][CH:51]=[CH:52][CH:53]=3)[CH2:48][CH2:47]2)[CH2:43][CH2:42]1. (2) Given the product [CH3:1][O:2][C:3]([C:4]1[CH:5]=[C:6]([C:19]2[CH:20]=[CH:21][C:16]([C:14]([OH:15])=[O:13])=[CH:17][CH:18]=2)[C:7]([CH3:10])=[CH:8][CH:9]=1)=[O:12], predict the reactants needed to synthesize it. The reactants are: [CH3:1][O:2][C:3](=[O:12])[C:4]1[CH:9]=[CH:8][C:7]([CH3:10])=[C:6](Br)[CH:5]=1.[OH:13][C:14]([C:16]1[CH:21]=[CH:20][C:19](B(O)O)=[CH:18][CH:17]=1)=[O:15].C(=O)([O-])[O-].[Cs+].[Cs+].